Dataset: Full USPTO retrosynthesis dataset with 1.9M reactions from patents (1976-2016). Task: Predict the reactants needed to synthesize the given product. (1) Given the product [Cl:1][C:2]1[CH:10]=[C:9]([OH:11])[CH:8]=[C:7]([Cl:13])[C:3]=1[C:4]([OH:6])=[O:5], predict the reactants needed to synthesize it. The reactants are: [Cl:1][C:2]1[CH:10]=[C:9]([O:11]C)[CH:8]=[C:7]([Cl:13])[C:3]=1[C:4]([OH:6])=[O:5].B(Br)(Br)Br. (2) Given the product [O:8]=[C:7]1[NH:9][C:2]([C:1]([O:11][CH2:13][CH3:14])=[O:10])=[CH:3][C:4](=[O:5])[NH:6]1, predict the reactants needed to synthesize it. The reactants are: [C:1]([OH:11])(=[O:10])[C:2]1[NH:9][C:7](=[O:8])[NH:6][C:4](=[O:5])[CH:3]=1.N12CCCN=C1CCC[CH2:14][CH2:13]2.O.